The task is: Predict the reaction yield, written as a fraction of the theoretical maximum amount of product (1.0 means a 100% yield; for example, 0.34 means a 34% yield).. This data is from Reaction yield outcomes from USPTO patents with 853,638 reactions. (1) No catalyst specified. The reactants are P([O:13][CH2:14][CH2:15][N:16]([CH2:20][CH2:21][CH2:22][O:23][C:24]1[CH:33]=[C:32]2[C:27]([C:28]([NH:34][C:35]3[CH:39]=[C:38]([CH2:40][C:41]([NH:43][C:44]4[CH:49]=[C:48]([F:50])[CH:47]=[C:46]([F:51])[CH:45]=4)=[O:42])[NH:37][N:36]=3)=[N:29][CH:30]=[N:31]2)=[CH:26][C:25]=1[O:52][CH3:53])[CH2:17][CH2:18][CH3:19])(OC(C)(C)C)(OC(C)(C)C)=O.C(NCCO)CC. The product is [F:51][C:46]1[CH:45]=[C:44]([NH:43][C:41](=[O:42])[CH2:40][C:38]2[NH:37][N:36]=[C:35]([NH:34][C:28]3[C:27]4[C:32](=[CH:33][C:24]([O:23][CH2:22][CH2:21][CH2:20][N:16]([CH2:15][CH2:14][OH:13])[CH2:17][CH2:18][CH3:19])=[C:25]([O:52][CH3:53])[CH:26]=4)[N:31]=[CH:30][N:29]=3)[CH:39]=2)[CH:49]=[C:48]([F:50])[CH:47]=1. The yield is 0.390. (2) The reactants are C([Sn](CCCC)(CCCC)[C:6]1[NH:10][N:9]=[C:8]([C:11]([O:13][CH2:14][CH3:15])=[O:12])[CH:7]=1)CCC.Br[C:25]1[N:30]2[N:31]=[CH:32][N:33]=[C:29]2[C:28]([NH:34][C:35]2[CH:40]=[CH:39][C:38]([N:41]3[CH2:46][C@@H:45]4[CH2:47][C@H:42]3[CH2:43][N:44]4[CH:48]([CH3:50])[CH3:49])=[CH:37][CH:36]=2)=[N:27][CH:26]=1. The catalyst is C1COCC1.Cl[Pd](Cl)([P](C1C=CC=CC=1)(C1C=CC=CC=1)C1C=CC=CC=1)[P](C1C=CC=CC=1)(C1C=CC=CC=1)C1C=CC=CC=1. The product is [CH:48]([N:44]1[CH2:43][C@@H:42]2[CH2:47][C@H:45]1[CH2:46][N:41]2[C:38]1[CH:37]=[CH:36][C:35]([NH:34][C:28]2[C:29]3[N:30]([N:31]=[CH:32][N:33]=3)[C:25]([C:6]3[NH:10][N:9]=[C:8]([C:11]([O:13][CH2:14][CH3:15])=[O:12])[CH:7]=3)=[CH:26][N:27]=2)=[CH:40][CH:39]=1)([CH3:50])[CH3:49]. The yield is 0.280.